From a dataset of Full USPTO retrosynthesis dataset with 1.9M reactions from patents (1976-2016). Predict the reactants needed to synthesize the given product. (1) Given the product [NH2:22][C:23]1[C:28]([C:29]#[N:30])=[C:27]([NH:14][C@H:12]([C:10]2[N:9]([C:15]3[CH:16]=[CH:17][CH:18]=[CH:19][CH:20]=3)[C:8]3[CH:21]=[C:4]([F:3])[CH:5]=[CH:6][C:7]=3[N:11]=2)[CH3:13])[N:26]=[CH:25][N:24]=1, predict the reactants needed to synthesize it. The reactants are: Cl.Cl.[F:3][C:4]1[CH:5]=[CH:6][C:7]2[N:11]=[C:10]([C@@H:12]([NH2:14])[CH3:13])[N:9]([C:15]3[CH:20]=[CH:19][CH:18]=[CH:17][CH:16]=3)[C:8]=2[CH:21]=1.[NH2:22][C:23]1[C:28]([C:29]#[N:30])=[C:27](Cl)[N:26]=[CH:25][N:24]=1.CCN(C(C)C)C(C)C. (2) Given the product [F:12][C:9]([F:10])([F:11])[C:7]1[CH:6]=[C:5]([C:13]([CH3:39])([CH3:38])[C:14]([N:16]([C@H:18]2[C@H:22]([C:23]3[CH:28]=[CH:27][C:26]([F:29])=[CH:25][CH:24]=3)[CH2:21][N:20]([C:30]([N:32]3[CH2:37][CH2:36][S:43](=[O:46])(=[O:42])[CH2:34][CH2:33]3)=[O:31])[CH2:19]2)[CH3:17])=[O:15])[CH:4]=[C:3]([C:2]([F:1])([F:40])[F:41])[CH:8]=1, predict the reactants needed to synthesize it. The reactants are: [F:1][C:2]([F:41])([F:40])[C:3]1[CH:4]=[C:5]([C:13]([CH3:39])([CH3:38])[C:14]([N:16]([C@H:18]2[C@H:22]([C:23]3[CH:28]=[CH:27][C:26]([F:29])=[CH:25][CH:24]=3)[CH2:21][N:20]([C:30]([N:32]3[CH2:37][CH2:36]S[CH2:34][CH2:33]3)=[O:31])[CH2:19]2)[CH3:17])=[O:15])[CH:6]=[C:7]([C:9]([F:12])([F:11])[F:10])[CH:8]=1.[OH:42][S:43]([O-:46])(=O)=O.OS(O[O-])(=O)=O.OS(O[O-])(=O)=O.[O-]S([O-])(=O)=O.[K+].[K+].[K+].[K+].[K+].OS([O-])=O.[Na+].C([O-])(O)=O.[Na+].